From a dataset of NCI-60 drug combinations with 297,098 pairs across 59 cell lines. Regression. Given two drug SMILES strings and cell line genomic features, predict the synergy score measuring deviation from expected non-interaction effect. (1) Drug 2: CN1C2=C(C=C(C=C2)N(CCCl)CCCl)N=C1CCCC(=O)O.Cl. Synergy scores: CSS=61.5, Synergy_ZIP=3.61, Synergy_Bliss=4.91, Synergy_Loewe=-32.4, Synergy_HSA=6.14. Drug 1: COC1=CC(=CC(=C1O)OC)C2C3C(COC3=O)C(C4=CC5=C(C=C24)OCO5)OC6C(C(C7C(O6)COC(O7)C8=CC=CS8)O)O. Cell line: ACHN. (2) Drug 1: C1=CC(=CC=C1CC(C(=O)O)N)N(CCCl)CCCl.Cl. Drug 2: CNC(=O)C1=NC=CC(=C1)OC2=CC=C(C=C2)NC(=O)NC3=CC(=C(C=C3)Cl)C(F)(F)F. Cell line: SK-MEL-5. Synergy scores: CSS=23.7, Synergy_ZIP=-0.950, Synergy_Bliss=3.60, Synergy_Loewe=-14.9, Synergy_HSA=0.381. (3) Drug 1: CCCCCOC(=O)NC1=NC(=O)N(C=C1F)C2C(C(C(O2)C)O)O. Drug 2: COC1=C2C(=CC3=C1OC=C3)C=CC(=O)O2. Cell line: U251. Synergy scores: CSS=-9.50, Synergy_ZIP=4.93, Synergy_Bliss=2.36, Synergy_Loewe=-5.84, Synergy_HSA=-5.84. (4) Drug 1: COC1=CC(=CC(=C1O)OC)C2C3C(COC3=O)C(C4=CC5=C(C=C24)OCO5)OC6C(C(C7C(O6)COC(O7)C8=CC=CS8)O)O. Drug 2: CC1CCC2CC(C(=CC=CC=CC(CC(C(=O)C(C(C(=CC(C(=O)CC(OC(=O)C3CCCCN3C(=O)C(=O)C1(O2)O)C(C)CC4CCC(C(C4)OC)OCCO)C)C)O)OC)C)C)C)OC. Cell line: SN12C. Synergy scores: CSS=50.7, Synergy_ZIP=-0.897, Synergy_Bliss=0.411, Synergy_Loewe=3.59, Synergy_HSA=4.60. (5) Drug 1: CC1=C2C(C(=O)C3(C(CC4C(C3C(C(C2(C)C)(CC1OC(=O)C(C(C5=CC=CC=C5)NC(=O)OC(C)(C)C)O)O)OC(=O)C6=CC=CC=C6)(CO4)OC(=O)C)OC)C)OC. Drug 2: CN(C(=O)NC(C=O)C(C(C(CO)O)O)O)N=O. Cell line: SK-MEL-2. Synergy scores: CSS=19.9, Synergy_ZIP=-5.17, Synergy_Bliss=-14.2, Synergy_Loewe=-45.9, Synergy_HSA=-11.7. (6) Drug 1: CC1=C(C(CCC1)(C)C)C=CC(=CC=CC(=CC(=O)O)C)C. Drug 2: C(=O)(N)NO. Cell line: HOP-62. Synergy scores: CSS=-8.29, Synergy_ZIP=6.01, Synergy_Bliss=-3.28, Synergy_Loewe=-4.34, Synergy_HSA=-11.8.